Predict the reaction yield, written as a fraction of the theoretical maximum amount of product (1.0 means a 100% yield; for example, 0.34 means a 34% yield). From a dataset of Reaction yield outcomes from USPTO patents with 853,638 reactions. (1) The reactants are [N:1]1([C:6]2[CH:7]=[C:8]3[C:13](=[CH:14][CH:15]=2)[C:12](=[O:16])[NH:11][C:10](=[O:17])[CH2:9]3)[CH:5]=[CH:4][CH:3]=[CH:2]1.CN(C)C=O.[CH:23](OC)(OC)[O:24][CH3:25]. The catalyst is C(OC(=O)C)(=O)C. The product is [CH3:23][O:24]/[CH:25]=[C:9]1/[C:10](=[O:17])[NH:11][C:12](=[O:16])[C:13]2[C:8]/1=[CH:7][C:6]([N:1]1[CH:5]=[CH:4][CH:3]=[CH:2]1)=[CH:15][CH:14]=2. The yield is 0.400. (2) The reactants are [CH:1]([C:4]1[CH:9]=[CH:8][C:7]([OH:10])=[CH:6][CH:5]=1)([CH3:3])[CH3:2].[H][H]. The catalyst is [Ru].C(O)C. The product is [CH:1]([CH:4]1[CH2:9][CH2:8][CH:7]([OH:10])[CH2:6][CH2:5]1)([CH3:3])[CH3:2]. The yield is 1.00.